Task: Predict the reactants needed to synthesize the given product.. Dataset: Full USPTO retrosynthesis dataset with 1.9M reactions from patents (1976-2016) (1) The reactants are: C(N(CC)CC)C.I[C:9]1[CH:18]=[CH:17][C:16]2[NH:15][C:14](=[O:19])[C:13]3[NH:20][CH:21]=[CH:22][C:12]=3[C:11]=2[CH:10]=1.[CH2:23]([C:25]([O-:27])=[O:26])[CH3:24].[C:28]([Si:30]([CH3:33])([CH3:32])[CH3:31])#[CH:29]. Given the product [O:19]=[C:14]1[C:13]2[NH:20][CH:21]=[CH:22][C:12]=2[C:11]2[CH:10]=[C:9]([C:29]#[C:28][Si:30]([CH3:33])([CH3:32])[CH3:31])[CH:18]=[CH:17][C:16]=2[NH:15]1.[CH2:23]([C:25]([O-:27])=[O:26])[CH3:24], predict the reactants needed to synthesize it. (2) Given the product [C:1]1([S:7]([N:10]2[C:14]3=[N:15][CH:16]=[C:17]([F:19])[CH:18]=[C:13]3[CH:12]=[C:11]2[C:20]([C:27]2[CH:28]=[CH:29][C:30]([S:33]([CH3:35])(=[O:37])=[O:34])=[CH:31][CH:32]=2)([OH:26])[CH2:21][CH:22]2[CH2:25][CH2:24][CH2:23]2)(=[O:9])=[O:8])[CH:6]=[CH:5][CH:4]=[CH:3][CH:2]=1, predict the reactants needed to synthesize it. The reactants are: [C:1]1([S:7]([N:10]2[C:14]3=[N:15][CH:16]=[C:17]([F:19])[CH:18]=[C:13]3[CH:12]=[C:11]2[C:20]([C:27]2[CH:32]=[CH:31][C:30]([S:33]([CH3:35])=[O:34])=[CH:29][CH:28]=2)([OH:26])[CH2:21][CH:22]2[CH2:25][CH2:24][CH2:23]2)(=[O:9])=[O:8])[CH:6]=[CH:5][CH:4]=[CH:3][CH:2]=1.[Mn]([O-])(=O)(=O)=[O:37].[K+]. (3) Given the product [CH2:11]([O:10][C:8](=[N:7][O:6][CH2:5][CH2:4][C:3](=[O:2])[NH:15][CH3:14])[CH3:9])[CH3:12], predict the reactants needed to synthesize it. The reactants are: C[O:2][C:3](=O)[CH2:4][CH2:5][O:6][N:7]=[C:8]([O:10][CH2:11][CH3:12])[CH3:9].[CH3:14][NH2:15].